Task: Regression. Given two drug SMILES strings and cell line genomic features, predict the synergy score measuring deviation from expected non-interaction effect.. Dataset: NCI-60 drug combinations with 297,098 pairs across 59 cell lines (1) Drug 1: C1=NC2=C(N=C(N=C2N1C3C(C(C(O3)CO)O)F)Cl)N. Drug 2: CC(C)(C#N)C1=CC(=CC(=C1)CN2C=NC=N2)C(C)(C)C#N. Cell line: MDA-MB-435. Synergy scores: CSS=-2.63, Synergy_ZIP=5.23, Synergy_Bliss=6.84, Synergy_Loewe=-2.75, Synergy_HSA=-1.43. (2) Drug 1: CC=C1C(=O)NC(C(=O)OC2CC(=O)NC(C(=O)NC(CSSCCC=C2)C(=O)N1)C(C)C)C(C)C. Drug 2: CC12CCC3C(C1CCC2OP(=O)(O)O)CCC4=C3C=CC(=C4)OC(=O)N(CCCl)CCCl.[Na+]. Cell line: A549. Synergy scores: CSS=8.47, Synergy_ZIP=-3.70, Synergy_Bliss=-5.30, Synergy_Loewe=-33.6, Synergy_HSA=-5.94. (3) Drug 1: C1C(C(OC1N2C=NC3=C(N=C(N=C32)Cl)N)CO)O. Drug 2: C1=NNC2=C1C(=O)NC=N2. Cell line: HL-60(TB). Synergy scores: CSS=51.0, Synergy_ZIP=-1.84, Synergy_Bliss=-3.62, Synergy_Loewe=-28.6, Synergy_HSA=-3.55. (4) Drug 1: CN(CC1=CN=C2C(=N1)C(=NC(=N2)N)N)C3=CC=C(C=C3)C(=O)NC(CCC(=O)O)C(=O)O. Drug 2: CC1C(C(CC(O1)OC2CC(CC3=C2C(=C4C(=C3O)C(=O)C5=C(C4=O)C(=CC=C5)OC)O)(C(=O)CO)O)N)O.Cl. Cell line: UO-31. Synergy scores: CSS=49.7, Synergy_ZIP=-5.92, Synergy_Bliss=-9.46, Synergy_Loewe=-8.50, Synergy_HSA=-7.90. (5) Drug 1: CN1CCC(CC1)COC2=C(C=C3C(=C2)N=CN=C3NC4=C(C=C(C=C4)Br)F)OC. Drug 2: C1C(C(OC1N2C=NC3=C(N=C(N=C32)Cl)N)CO)O. Cell line: DU-145. Synergy scores: CSS=11.0, Synergy_ZIP=-0.580, Synergy_Bliss=1.63, Synergy_Loewe=-3.73, Synergy_HSA=-0.779. (6) Drug 1: CC1C(C(CC(O1)OC2CC(CC3=C2C(=C4C(=C3O)C(=O)C5=C(C4=O)C(=CC=C5)OC)O)(C(=O)C)O)N)O.Cl. Drug 2: CN1C(=O)N2C=NC(=C2N=N1)C(=O)N. Cell line: PC-3. Synergy scores: CSS=6.49, Synergy_ZIP=-4.24, Synergy_Bliss=-4.06, Synergy_Loewe=-23.8, Synergy_HSA=-4.72. (7) Drug 2: CC1=C(N=C(N=C1N)C(CC(=O)N)NCC(C(=O)N)N)C(=O)NC(C(C2=CN=CN2)OC3C(C(C(C(O3)CO)O)O)OC4C(C(C(C(O4)CO)O)OC(=O)N)O)C(=O)NC(C)C(C(C)C(=O)NC(C(C)O)C(=O)NCCC5=NC(=CS5)C6=NC(=CS6)C(=O)NCCC[S+](C)C)O. Synergy scores: CSS=-0.827, Synergy_ZIP=1.46, Synergy_Bliss=2.60, Synergy_Loewe=-0.0861, Synergy_HSA=0.0741. Drug 1: C(=O)(N)NO. Cell line: MDA-MB-435. (8) Cell line: OVCAR3. Synergy scores: CSS=28.4, Synergy_ZIP=-10.7, Synergy_Bliss=-7.15, Synergy_Loewe=-7.30, Synergy_HSA=-2.04. Drug 2: C1=CC(=CC=C1CCC2=CNC3=C2C(=O)NC(=N3)N)C(=O)NC(CCC(=O)O)C(=O)O. Drug 1: CN1CCC(CC1)COC2=C(C=C3C(=C2)N=CN=C3NC4=C(C=C(C=C4)Br)F)OC. (9) Drug 1: CCCCCOC(=O)NC1=NC(=O)N(C=C1F)C2C(C(C(O2)C)O)O. Drug 2: C1=NC(=NC(=O)N1C2C(C(C(O2)CO)O)O)N. Cell line: T-47D. Synergy scores: CSS=10.8, Synergy_ZIP=-6.36, Synergy_Bliss=-12.4, Synergy_Loewe=-4.48, Synergy_HSA=-6.63. (10) Drug 1: C1CC(=O)NC(=O)C1N2C(=O)C3=CC=CC=C3C2=O. Drug 2: CC(C)NC(=O)C1=CC=C(C=C1)CNNC.Cl. Cell line: OVCAR3. Synergy scores: CSS=2.02, Synergy_ZIP=5.18, Synergy_Bliss=8.59, Synergy_Loewe=2.90, Synergy_HSA=1.93.